From a dataset of Peptide-MHC class I binding affinity with 185,985 pairs from IEDB/IMGT. Regression. Given a peptide amino acid sequence and an MHC pseudo amino acid sequence, predict their binding affinity value. This is MHC class I binding data. (1) The MHC is HLA-B44:03 with pseudo-sequence HLA-B44:03. The peptide sequence is ITTESIVIW. The binding affinity (normalized) is 0.130. (2) The binding affinity (normalized) is 0.756. The MHC is HLA-A02:03 with pseudo-sequence HLA-A02:03. The peptide sequence is VLLGVVFGV.